This data is from Peptide-MHC class I binding affinity with 185,985 pairs from IEDB/IMGT. The task is: Regression. Given a peptide amino acid sequence and an MHC pseudo amino acid sequence, predict their binding affinity value. This is MHC class I binding data. (1) The binding affinity (normalized) is 0.297. The MHC is HLA-A02:01 with pseudo-sequence HLA-A02:01. The peptide sequence is RQDEVGTPF. (2) The peptide sequence is ETIRSDTFV. The binding affinity (normalized) is 0.00867. The MHC is HLA-A02:01 with pseudo-sequence HLA-A02:01. (3) The peptide sequence is EVRIPVDLVK. The MHC is HLA-A11:01 with pseudo-sequence HLA-A11:01. The binding affinity (normalized) is 0.315.